This data is from Catalyst prediction with 721,799 reactions and 888 catalyst types from USPTO. The task is: Predict which catalyst facilitates the given reaction. (1) Reactant: [F:1][C:2]([F:43])([F:42])[C:3]1[CH:4]=[C:5]([C@H:13]([O:15][C@H:16]2[CH2:20][N:19]([C:21]([O:23][C:24]([CH3:27])([CH3:26])[CH3:25])=[O:22])[C@@H:18]([CH2:28][CH:29]([CH3:34])[C:30]([O:32][CH3:33])=[O:31])[C@@H:17]2[C:35]2[CH:40]=[CH:39][C:38]([F:41])=[CH:37][CH:36]=2)[CH3:14])[CH:6]=[C:7]([C:9]([F:12])([F:11])[F:10])[CH:8]=1.[Li+].[CH3:45][Si]([N-][Si](C)(C)C)(C)C.[CH2:54](I)[CH:55]=C. Product: [F:12][C:9]([F:10])([F:11])[C:7]1[CH:6]=[C:5]([C@H:13]([O:15][C@H:16]2[CH2:20][N:19]([C:21]([O:23][C:24]([CH3:26])([CH3:27])[CH3:25])=[O:22])[C@@H:18]([CH2:28][C:29]([C:30]([O:32][CH3:33])=[O:31])([CH3:45])[CH2:34][CH:54]=[CH2:55])[C@@H:17]2[C:35]2[CH:40]=[CH:39][C:38]([F:41])=[CH:37][CH:36]=2)[CH3:14])[CH:4]=[C:3]([C:2]([F:1])([F:42])[F:43])[CH:8]=1. The catalyst class is: 1. (2) Reactant: [C:1]([C:5]1[CH:12]=[CH:11][C:8]([CH:9]=O)=[CH:7][CH:6]=1)([CH3:4])([CH3:3])[CH3:2].Cl.[CH2:14]([O:21][C:22]1[CH:23]=[C:24]([CH2:28][CH2:29][NH2:30])[CH:25]=[CH:26][CH:27]=1)[C:15]1[CH:20]=[CH:19][CH:18]=[CH:17][CH:16]=1.C(=O)([O-])[O-].[K+].[K+].[BH4-].[Na+].Cl. Product: [CH2:14]([O:21][C:22]1[CH:23]=[C:24]([CH2:28][CH2:29][NH:30][CH2:9][C:8]2[CH:11]=[CH:12][C:5]([C:1]([CH3:4])([CH3:3])[CH3:2])=[CH:6][CH:7]=2)[CH:25]=[CH:26][CH:27]=1)[C:15]1[CH:16]=[CH:17][CH:18]=[CH:19][CH:20]=1. The catalyst class is: 5.